This data is from Forward reaction prediction with 1.9M reactions from USPTO patents (1976-2016). The task is: Predict the product of the given reaction. (1) Given the reactants [Si]([O:8][CH:9]([C:20]([F:23])([F:22])[F:21])[CH2:10][C:11]([C:14]1[CH:19]=[CH:18][CH:17]=[CH:16][N:15]=1)([CH3:13])[CH3:12])(C(C)(C)C)(C)C.[F-].C([N+](CCCC)(CCCC)CCCC)CCC, predict the reaction product. The product is: [F:23][C:20]([F:21])([F:22])[CH:9]([OH:8])[CH2:10][C:11]([CH3:12])([C:14]1[CH:19]=[CH:18][CH:17]=[CH:16][N:15]=1)[CH3:13]. (2) Given the reactants [P:1]([C:4]1[CH:9]=[CH:8][CH:7]=[CH:6][CH:5]=1)(Cl)Cl.[NH:10]([CH2:13][CH3:14])[CH2:11][CH3:12].[Li][CH2:16]CCC.Cl.[Mg], predict the reaction product. The product is: [N:10]1[CH:13]=[CH:14][CH:16]=[CH:12][C:11]=1[PH:1][C:4]1[CH:9]=[CH:8][CH:7]=[CH:6][CH:5]=1. (3) Given the reactants C[C:2](P(OC)(O)=O)([C:4]([O-:6])=[O:5])[CH3:3].[H-].[Na+].[CH:14]([O:17][CH:18]1[CH2:23][CH2:22]C(=O)[CH2:20][CH2:19]1)([CH3:16])[CH3:15].[CH2:25]1COCC1, predict the reaction product. The product is: [CH3:25][O:6][C:4](=[O:5])[CH:2]=[C:3]1[CH2:22][CH2:23][CH:18]([O:17][CH:14]([CH3:16])[CH3:15])[CH2:19][CH2:20]1. (4) Given the reactants P(OC1C=CC=CC=1)(OC1C=CC=CC=1)(O[C:4]1[N:5]([CH2:11][C:12]2[CH:17]=[CH:16][C:15](OC(F)(F)F)=[CH:14][CH:13]=2)[C:6](=[O:10])[CH2:7][CH2:8][CH:9]=1)=O.[F:37][C:38]([F:50])([F:49])[O:39][C:40]1[CH:45]=[CH:44][CH:43]=[CH:42][C:41]=1B(O)O, predict the reaction product. The product is: [F:37][C:38]([F:50])([F:49])[O:39][C:40]1[CH:45]=[CH:44][C:43]([CH2:4][N:5]2[CH:11]([C:12]3[CH:13]=[CH:14][CH:15]=[CH:16][C:17]=3[O:39][C:38]([F:50])([F:49])[F:37])[CH2:9][CH2:8][CH2:7][C:6]2=[O:10])=[CH:42][CH:41]=1. (5) The product is: [Cl:1][C:2]1[CH:3]=[C:4]([C:5]2[N:29]=[C:27]([NH:26][C:16]3[CH:17]=[CH:18][C:19]([N:20]4[CH:24]=[C:23]([CH3:25])[N:22]=[CH:21]4)=[C:14]([O:13][CH3:12])[CH:15]=3)[S:28][CH:6]=2)[CH:9]=[CH:10][CH:11]=1. Given the reactants [Cl:1][C:2]1[CH:3]=[C:4]([CH:9]=[CH:10][CH:11]=1)[C:5](=O)[CH2:6]Br.[CH3:12][O:13][C:14]1[CH:15]=[C:16]([NH:26][C:27]([NH2:29])=[S:28])[CH:17]=[CH:18][C:19]=1[N:20]1[CH:24]=[C:23]([CH3:25])[N:22]=[CH:21]1, predict the reaction product. (6) Given the reactants [C:1]([O:5][C:6](=[O:14])[NH:7][C:8]1[CH:12]=[C:11]([CH3:13])[O:10][N:9]=1)([CH3:4])([CH3:3])[CH3:2].[CH3:15]N(C)CCN(C)C.C([Li])CCC.CI, predict the reaction product. The product is: [C:1]([O:5][C:6](=[O:14])[NH:7][C:8]1[C:12]([CH3:15])=[C:11]([CH3:13])[O:10][N:9]=1)([CH3:4])([CH3:3])[CH3:2]. (7) The product is: [C-:1]1([C:6]2[CH:13]=[CH:12][C:9]([CH:10]=[O:11])=[CH:8][CH:7]=2)[CH:2]=[CH:3][CH:4]=[CH:5]1.[CH-:14]1[CH:18]=[CH:17][CH:16]=[CH:15]1.[Fe+2:19]. Given the reactants [C-:1]1([C:6]2[CH:13]=[CH:12][C:9]([CH2:10][OH:11])=[CH:8][CH:7]=2)[CH:5]=[CH:4][CH:3]=[CH:2]1.[CH-:14]1[CH:18]=[CH:17][CH:16]=[CH:15]1.[Fe+2:19].[Cr](Cl)([O-])(=O)=O.[NH+]1C=CC=CC=1.CCOCC, predict the reaction product. (8) Given the reactants [CH3:1][N:2]1[C:6]([CH:7]2[CH2:13][C:12](=[O:14])[CH:11]=[CH:10][CH2:9][O:8]2)=[C:5]([N+:15]([O-:17])=[O:16])[CH:4]=[N:3]1.C[Si]([N:22]=[N+:23]=[N-:24])(C)C, predict the reaction product. The product is: [N:22]([CH:10]1[CH2:9][O:8][CH:7]([C:6]2[N:2]([CH3:1])[N:3]=[CH:4][C:5]=2[N+:15]([O-:17])=[O:16])[CH2:13][C:12](=[O:14])[CH2:11]1)=[N+:23]=[N-:24].